This data is from Full USPTO retrosynthesis dataset with 1.9M reactions from patents (1976-2016). The task is: Predict the reactants needed to synthesize the given product. Given the product [C:29]([CH2:28][O:1][C:2]1[CH:3]=[C:4]([C:8]2[CH:13]=[CH:12][C:11]([N:14]3[CH:18]=[C:17]([NH:19][C:20]([NH2:22])=[O:21])[C:16]([C:23]([NH2:25])=[O:24])=[N:15]3)=[CH:10][C:9]=2[CH3:26])[CH:5]=[CH:6][CH:7]=1)#[N:30], predict the reactants needed to synthesize it. The reactants are: [OH:1][C:2]1[CH:3]=[C:4]([C:8]2[CH:13]=[CH:12][C:11]([N:14]3[CH:18]=[C:17]([NH:19][C:20]([NH2:22])=[O:21])[C:16]([C:23]([NH2:25])=[O:24])=[N:15]3)=[CH:10][C:9]=2[CH3:26])[CH:5]=[CH:6][CH:7]=1.Br[CH2:28][C:29]#[N:30].C(=O)([O-])[O-].[K+].[K+].